From a dataset of Forward reaction prediction with 1.9M reactions from USPTO patents (1976-2016). Predict the product of the given reaction. (1) Given the reactants [C:1]([O:5][C:6](=[O:17])[NH:7][C:8]1[CH:13]=[C:12]([CH3:14])[C:11]([Cl:15])=[CH:10][C:9]=1[NH2:16])([CH3:4])([CH3:3])[CH3:2].C([O:22][C:23](=O)[CH2:24][C:25](=[O:38])[C:26]1[CH:31]=[CH:30][CH:29]=[C:28]([C:32]2[CH:37]=[CH:36][N:35]=[N:34][CH:33]=2)[CH:27]=1)(C)(C)C, predict the reaction product. The product is: [C:1]([O:5][C:6](=[O:17])[NH:7][C:8]1[CH:13]=[C:12]([CH3:14])[C:11]([Cl:15])=[CH:10][C:9]=1[NH:16][C:23](=[O:22])[CH2:24][C:25](=[O:38])[C:26]1[CH:31]=[CH:30][CH:29]=[C:28]([C:32]2[CH:37]=[CH:36][N:35]=[N:34][CH:33]=2)[CH:27]=1)([CH3:4])([CH3:2])[CH3:3]. (2) Given the reactants [Br:1][C:2]1[N:7]=[C:6]([NH:8][C:9]2[CH:10]=[C:11]3[C:16](=[CH:17][CH:18]=2)[CH2:15][N:14](C(OC(C)(C)C)=O)[CH2:13][CH2:12]3)[C:5](=[O:26])[N:4]([CH3:27])[CH:3]=1.Cl, predict the reaction product. The product is: [Br:1][C:2]1[N:7]=[C:6]([NH:8][C:9]2[CH:10]=[C:11]3[C:16](=[CH:17][CH:18]=2)[CH2:15][NH:14][CH2:13][CH2:12]3)[C:5](=[O:26])[N:4]([CH3:27])[CH:3]=1. (3) Given the reactants [CH3:1][O:2][C:3]1[CH:4]=[CH:5][C:6](/[CH:10]=[CH:11]/[C:12]2[CH:13]=[C:14]([OH:30])[CH:15]=[C:16]([O:18][C@@H]3O[C@H](CO)[C@@H](O)[C@H](O)[C@H]3O)[CH:17]=2)=[CH:7][C:8]=1[OH:9].C1(C)C=CC(S(O)(=O)=O)=CC=1, predict the reaction product. The product is: [OH:30][C:14]1[CH:13]=[C:12]([CH:11]=[CH:10][C:6]2[CH:5]=[CH:4][C:3]([O:2][CH3:1])=[C:8]([OH:9])[CH:7]=2)[CH:17]=[C:16]([OH:18])[CH:15]=1. (4) Given the reactants [CH3:1][C:2]1[O:3][C:4]2[C:9]([C:10](=[O:12])[CH:11]=1)=[CH:8][CH:7]=[CH:6][C:5]=2[CH:13]=O.O=[C:16]([CH3:27])[CH2:17][C:18]([O:20][CH:21]([CH3:26])[C:22]([F:25])([F:24])[F:23])=[O:19].[NH2:28]/[C:29](/[CH3:33])=[CH:30]\[C:31]#[N:32].C(O)(=O)C, predict the reaction product. The product is: [C:31]([C:30]1[CH:13]([C:5]2[CH:6]=[CH:7][CH:8]=[C:9]3[C:4]=2[O:3][C:2]([CH3:1])=[CH:11][C:10]3=[O:12])[C:17]([C:18]([O:20][CH:21]([CH3:26])[C:22]([F:25])([F:24])[F:23])=[O:19])=[C:16]([CH3:27])[NH:28][C:29]=1[CH3:33])#[N:32].